From a dataset of Reaction yield outcomes from USPTO patents with 853,638 reactions. Predict the reaction yield, written as a fraction of the theoretical maximum amount of product (1.0 means a 100% yield; for example, 0.34 means a 34% yield). (1) The reactants are C(O)(C(F)(F)F)=O.[NH2:8][C:9](=[O:53])[CH2:10][C:11]1[CH:48]=[CH:47][C:46]([C:49]([F:52])([F:51])[F:50])=[CH:45][C:12]=1[CH2:13][CH2:14][C:15]1[C:20]([C:21]([F:24])([F:23])[F:22])=[CH:19][N:18]=[C:17]([NH:25][C:26]2[CH:31]=[CH:30][C:29]([CH:32]3[CH2:37][CH2:36][N:35]([C:38](OC(C)(C)C)=O)[CH2:34][CH2:33]3)=[CH:28][CH:27]=2)[N:16]=1.C=O.C(O[BH-](OC(=O)C)OC(=O)C)(=O)C.[Na+]. The catalyst is C(Cl)Cl. The product is [CH3:38][N:35]1[CH2:36][CH2:37][CH:32]([C:29]2[CH:30]=[CH:31][C:26]([NH:25][C:17]3[N:16]=[C:15]([CH2:14][CH2:13][C:12]4[CH:45]=[C:46]([C:49]([F:52])([F:50])[F:51])[CH:47]=[CH:48][C:11]=4[CH2:10][C:9]([NH2:8])=[O:53])[C:20]([C:21]([F:22])([F:24])[F:23])=[CH:19][N:18]=3)=[CH:27][CH:28]=2)[CH2:33][CH2:34]1. The yield is 0.260. (2) The reactants are COC(=O)[C:4]1[CH:9]=[C:8]([Cl:10])[CH:7]=[CH:6][C:5]=1[O:11][CH2:12][C:13]([N:15]1[CH2:20][C@H:19]([CH3:21])[N:18]([CH2:22][C:23]2[CH:28]=[CH:27][C:26]([F:29])=[CH:25][CH:24]=2)[CH2:17][C@H:16]1[CH3:30])=[O:14].[N+:32](C1C=C(Cl)C=CC=1O)([O-:34])=[O:33].C(=O)([O-])[O-].[K+].[K+].[I-].[K+]. The catalyst is CC(=O)CC.O. The product is [Cl:10][C:8]1[CH:7]=[CH:6][C:5]([O:11][CH2:12][C:13]([N:15]2[CH2:20][C@H:19]([CH3:21])[N:18]([CH2:22][C:23]3[CH:28]=[CH:27][C:26]([F:29])=[CH:25][CH:24]=3)[CH2:17][C@H:16]2[CH3:30])=[O:14])=[C:4]([N+:32]([O-:34])=[O:33])[CH:9]=1. The yield is 0.930. (3) The reactants are Br[C:2]1[CH:14]=[CH:13][CH:12]=[CH:11][C:3]=1[O:4][C:5]1[CH:10]=[CH:9][CH:8]=[CH:7][N:6]=1.C(OCC)(=O)C.O.[CH3:22][N:23](C)C=O. The catalyst is [C-]#N.[Zn+2].[C-]#N.C1C=CC([P]([Pd]([P](C2C=CC=CC=2)(C2C=CC=CC=2)C2C=CC=CC=2)([P](C2C=CC=CC=2)(C2C=CC=CC=2)C2C=CC=CC=2)[P](C2C=CC=CC=2)(C2C=CC=CC=2)C2C=CC=CC=2)(C2C=CC=CC=2)C2C=CC=CC=2)=CC=1. The product is [O:4]([C:5]1[N:6]=[C:7]([C:22]#[N:23])[CH:8]=[CH:9][CH:10]=1)[C:3]1[CH:11]=[CH:12][CH:13]=[CH:14][CH:2]=1. The yield is 0.670. (4) The product is [O:1]([C:14]1[CH:19]=[C:18]([CH2:20][O:21][C:22](=[O:31])[CH2:23][OH:24])[CH:17]=[CH:16][C:15]=1[CH2:32][C:33]1[CH:34]=[CH:35][C:36]([O:39][CH:40]([CH3:43])[CH3:41])=[CH:37][CH:38]=1)[C@@H:2]1[O:10][C@H:9]([C@@H:11]([CH3:13])[OH:12])[C@@H:7]([OH:8])[C@H:5]([OH:6])[C@H:3]1[OH:4]. The catalyst is O1CCCC1.ClCCl.C1C=CC([P]([Pd]([P](C2C=CC=CC=2)(C2C=CC=CC=2)C2C=CC=CC=2)([P](C2C=CC=CC=2)(C2C=CC=CC=2)C2C=CC=CC=2)[P](C2C=CC=CC=2)(C2C=CC=CC=2)C2C=CC=CC=2)(C2C=CC=CC=2)C2C=CC=CC=2)=CC=1. The reactants are [O:1]([C:14]1[CH:19]=[C:18]([CH2:20][O:21][C:22](=[O:31])[CH2:23][O:24]C(OCC=C)=O)[CH:17]=[CH:16][C:15]=1[CH2:32][C:33]1[CH:38]=[CH:37][C:36]([O:39][CH2:40][CH2:41]C)=[CH:35][CH:34]=1)[C@@H:2]1[O:10][C@H:9]([C@@H:11]([CH3:13])[OH:12])[C@@H:7]([OH:8])[C@H:5]([OH:6])[C@H:3]1[OH:4].[C:43]1(P(C2C=CC=CC=2)C2C=CC=CC=2)C=CC=CC=1.CC1(C)CC(=O)CC(=O)C1. The yield is 0.673. (5) The reactants are [CH2:1]([N:8]1[CH:13]=[C:12]([N+:14]([O-:16])=[O:15])[C:11](=[O:17])[NH:10][C:9]1=[O:18])[C:2]1[CH:7]=[CH:6][CH:5]=[CH:4][CH:3]=1.[C:19]([O:22][C:23]([O-])=O)([O-])=[O:20].[K+].[K+].Br[CH2:29]C(OC)=O. The catalyst is CS(C)=O.O. The product is [CH2:1]([N:8]1[C:13]([CH3:29])=[C:12]([N+:14]([O-:16])=[O:15])[C:11](=[O:17])[N:10]([C:19]([O:22][CH3:23])=[O:20])[C:9]1=[O:18])[C:2]1[CH:3]=[CH:4][CH:5]=[CH:6][CH:7]=1. The yield is 0.810. (6) The reactants are Br[C:2]1[CH:3]=[C:4]([O:10]C)[C:5]([O:8]C)=[N:6][CH:7]=1.[C:12]1(B(O)O)[CH:17]=[CH:16][CH:15]=[CH:14][CH:13]=1.C([O-])([O-])=O.[K+].[K+]. The catalyst is O1CCOCC1.O.C1C=CC([P]([Pd]([P](C2C=CC=CC=2)(C2C=CC=CC=2)C2C=CC=CC=2)([P](C2C=CC=CC=2)(C2C=CC=CC=2)C2C=CC=CC=2)[P](C2C=CC=CC=2)(C2C=CC=CC=2)C2C=CC=CC=2)(C2C=CC=CC=2)C2C=CC=CC=2)=CC=1. The product is [C:12]1([C:2]2[CH:3]=[C:4]([OH:10])[C:5](=[O:8])[NH:6][CH:7]=2)[CH:17]=[CH:16][CH:15]=[CH:14][CH:13]=1. The yield is 0.999. (7) The reactants are [H-].[Na+].[CH2:3]([O:5][C:6](=[O:26])[C:7]([OH:25])([C:21]([F:24])([F:23])[F:22])[CH2:8][C:9]([C:12]1[CH:17]=[C:16]([F:18])[CH:15]=[CH:14][C:13]=1[O:19][CH3:20])([CH3:11])[CH3:10])[CH3:4].[CH3:27][O:28][CH2:29]Cl.[Cl-].[NH4+]. The catalyst is CN(C=O)C. The product is [CH2:3]([O:5][C:6](=[O:26])[C:7]([O:25][CH2:27][O:28][CH3:29])([C:21]([F:22])([F:23])[F:24])[CH2:8][C:9]([C:12]1[CH:17]=[C:16]([F:18])[CH:15]=[CH:14][C:13]=1[O:19][CH3:20])([CH3:11])[CH3:10])[CH3:4]. The yield is 0.990. (8) The reactants are C(OC([N:8]1[CH2:13][CH2:12][N:11]([C:14]2[CH:31]=[C:30]([CH3:32])[C:17]3[N:18]=[C:19]([C:21]4[C:22]([O:28]C)=[N:23][CH:24]=[CH:25][C:26]=4[I:27])[NH:20][C:16]=3[CH:15]=2)[CH2:10][CH2:9]1)=O)(C)(C)C.Cl. The catalyst is O1CCOCC1. The product is [I:27][C:26]1[CH:25]=[CH:24][NH:23][C:22](=[O:28])[C:21]=1[C:19]1[NH:20][C:16]2[CH:15]=[C:14]([N:11]3[CH2:12][CH2:13][NH:8][CH2:9][CH2:10]3)[CH:31]=[C:30]([CH3:32])[C:17]=2[N:18]=1. The yield is 0.930. (9) The reactants are [Si:1]([O:8][CH2:9][CH2:10][O:11][C:12]1[CH:17]=[CH:16][C:15](Br)=[CH:14][CH:13]=1)([C:4]([CH3:7])([CH3:6])[CH3:5])([CH3:3])[CH3:2].[Li]CCCC.[CH3:24][O:25][C:26]([C:28]1[CH2:29][N:30]([C:42]([O:44][C:45]([CH3:48])([CH3:47])[CH3:46])=[O:43])[CH2:31][CH2:32][C:33]=1OS(C(F)(F)F)(=O)=O)=[O:27].[NH4+].[Cl-]. The catalyst is C1COCC1.[Cl-].[Cl-].[Zn+2].C1C=CC([P]([Pd]([P](C2C=CC=CC=2)(C2C=CC=CC=2)C2C=CC=CC=2)([P](C2C=CC=CC=2)(C2C=CC=CC=2)C2C=CC=CC=2)[P](C2C=CC=CC=2)(C2C=CC=CC=2)C2C=CC=CC=2)(C2C=CC=CC=2)C2C=CC=CC=2)=CC=1.CCOC(C)=O. The product is [CH3:24][O:25][C:26]([C:28]1[CH2:29][N:30]([C:42]([O:44][C:45]([CH3:48])([CH3:47])[CH3:46])=[O:43])[CH2:31][CH2:32][C:33]=1[C:15]1[CH:16]=[CH:17][C:12]([O:11][CH2:10][CH2:9][O:8][Si:1]([C:4]([CH3:7])([CH3:6])[CH3:5])([CH3:3])[CH3:2])=[CH:13][CH:14]=1)=[O:27]. The yield is 0.820. (10) The reactants are [CH3:1][O:2][C:3]1[CH:8]=[C:7]([CH3:9])[NH:6][C:5](=[O:10])[C:4]=1[CH2:11][NH:12][C:13]([C:15]1[C:23]2[C:18](=[CH:19][CH:20]=[CH:21][CH:22]=2)[N:17]([CH:24]([CH:26]2[CH2:31][CH2:30][N:29](C(OC(C)(C)C)=O)[CH2:28][CH2:27]2)[CH3:25])[C:16]=1[CH3:39])=[O:14].CO.[ClH:42]. No catalyst specified. The product is [ClH:42].[CH3:1][O:2][C:3]1[CH:8]=[C:7]([CH3:9])[NH:6][C:5](=[O:10])[C:4]=1[CH2:11][NH:12][C:13]([C:15]1[C:23]2[C:18](=[CH:19][CH:20]=[CH:21][CH:22]=2)[N:17]([CH:24]([CH:26]2[CH2:27][CH2:28][NH:29][CH2:30][CH2:31]2)[CH3:25])[C:16]=1[CH3:39])=[O:14]. The yield is 0.910.